Dataset: Full USPTO retrosynthesis dataset with 1.9M reactions from patents (1976-2016). Task: Predict the reactants needed to synthesize the given product. (1) Given the product [Cl:1][C:2]1[CH:7]=[CH:6][N:5]=[C:4]([C:8]([NH:13][CH3:12])=[O:10])[CH:3]=1, predict the reactants needed to synthesize it. The reactants are: [Cl:1][C:2]1[CH:7]=[CH:6][N:5]=[C:4]([C:8]([O:10]C)=O)[CH:3]=1.[CH3:12][NH2:13]. (2) Given the product [CH3:17][O:5][C:4](=[O:6])[C:3]1[CH:7]=[C:8]([Br:14])[CH:9]=[C:10]([N+:11]([O-:13])=[O:12])[C:2]=1[NH2:1], predict the reactants needed to synthesize it. The reactants are: [NH2:1][C:2]1[C:10]([N+:11]([O-:13])=[O:12])=[CH:9][C:8]([Br:14])=[CH:7][C:3]=1[C:4]([OH:6])=[O:5].[N+](=[CH2:17])=[N-]. (3) Given the product [C:11]([C:13](=[C:8]([CH2:7][C:1]1[CH:6]=[CH:5][CH:4]=[CH:3][CH:2]=1)[CH3:9])[C:14]([NH2:16])=[O:15])#[N:12], predict the reactants needed to synthesize it. The reactants are: [C:1]1([CH2:7][C:8](=O)[CH3:9])[CH:6]=[CH:5][CH:4]=[CH:3][CH:2]=1.[C:11]([CH2:13][C:14]([NH2:16])=[O:15])#[N:12].C([O-])(=O)C.[NH4+].C(O)(=O)C.